This data is from TCR-epitope binding with 47,182 pairs between 192 epitopes and 23,139 TCRs. The task is: Binary Classification. Given a T-cell receptor sequence (or CDR3 region) and an epitope sequence, predict whether binding occurs between them. (1) The epitope is NLVPMVATV. The TCR CDR3 sequence is CASSNLPGTVEAFF. Result: 1 (the TCR binds to the epitope). (2) The epitope is EILDITPCSF. The TCR CDR3 sequence is CASSPRESYEQYF. Result: 1 (the TCR binds to the epitope). (3) The epitope is TSNQVAVLY. The TCR CDR3 sequence is CASSYGGSYNEQFF. Result: 0 (the TCR does not bind to the epitope). (4) The epitope is IQYIDIGNY. The TCR CDR3 sequence is CASSTGPRGVNQPQHF. Result: 0 (the TCR does not bind to the epitope).